The task is: Predict which catalyst facilitates the given reaction.. This data is from Catalyst prediction with 721,799 reactions and 888 catalyst types from USPTO. (1) Reactant: [C:1]([CH:3]([CH2:9][C:10]1[CH:15]=[CH:14][C:13]([OH:16])=[CH:12][CH:11]=1)[C:4]([O:6][CH2:7][CH3:8])=[O:5])#[N:2].O[CH2:18][CH2:19][C:20]1[CH:25]=[CH:24][C:23]([NH:26][C:27](=[O:31])[CH:28]([CH3:30])[CH3:29])=[CH:22][CH:21]=1.N(C(N1CCCCC1)=O)=NC(N1CCCCC1)=O.C1(P(C2C=CC=CC=2)C2C=CC=CC=2)C=CC=CC=1. Product: [C:1]([CH:3]([CH2:9][C:10]1[CH:11]=[CH:12][C:13]([O:16][CH2:18][CH2:19][C:20]2[CH:25]=[CH:24][C:23]([NH:26][C:27](=[O:31])[CH:28]([CH3:30])[CH3:29])=[CH:22][CH:21]=2)=[CH:14][CH:15]=1)[C:4]([O:6][CH2:7][CH3:8])=[O:5])#[N:2]. The catalyst class is: 4. (2) Reactant: [F:1][C:2]1[CH:3]=[C:4]([C:8]2[CH:9]=[CH:10][C:11]([C:14]([O:16]C(C)(C)C)=[O:15])=[N:12][CH:13]=2)[CH:5]=[CH:6][CH:7]=1.C(O)(C(F)(F)F)=O.C([O-])([O-])=O.[Na+].[Na+]. Product: [F:1][C:2]1[CH:3]=[C:4]([C:8]2[CH:9]=[CH:10][C:11]([C:14]([OH:16])=[O:15])=[N:12][CH:13]=2)[CH:5]=[CH:6][CH:7]=1. The catalyst class is: 46.